Dataset: NCI-60 drug combinations with 297,098 pairs across 59 cell lines. Task: Regression. Given two drug SMILES strings and cell line genomic features, predict the synergy score measuring deviation from expected non-interaction effect. Drug 1: CN1C2=C(C=C(C=C2)N(CCCl)CCCl)N=C1CCCC(=O)O.Cl. Drug 2: COCCOC1=C(C=C2C(=C1)C(=NC=N2)NC3=CC=CC(=C3)C#C)OCCOC.Cl. Cell line: DU-145. Synergy scores: CSS=0.209, Synergy_ZIP=1.58, Synergy_Bliss=2.58, Synergy_Loewe=-8.24, Synergy_HSA=-1.83.